This data is from Forward reaction prediction with 1.9M reactions from USPTO patents (1976-2016). The task is: Predict the product of the given reaction. (1) Given the reactants Br[C:2]1[S:3][C:4]2[CH:10]=[C:9]([C:11]([O:13][CH2:14][CH3:15])=[O:12])[CH:8]=[CH:7][C:5]=2[N:6]=1.[C:16]([Si:18]([CH3:21])([CH3:20])[CH3:19])#[CH:17].C1C=CC(P(C2C=CC=CC=2)C2C=CC=CC=2)=CC=1, predict the reaction product. The product is: [CH3:19][Si:18]([C:16]#[C:17][C:2]1[S:3][C:4]2[CH:10]=[C:9]([C:11]([O:13][CH2:14][CH3:15])=[O:12])[CH:8]=[CH:7][C:5]=2[N:6]=1)([CH3:21])[CH3:20]. (2) Given the reactants C(OC([N:8]([O:33]C(OC(C)(C)C)=O)[CH2:9][CH2:10][CH2:11][C:12]1[C:17]([C:18]([O:20][CH3:21])=[O:19])=[N:16][CH:15]=[C:14]2[N:22]([CH2:25][C:26]3[CH:31]=[CH:30][C:29]([F:32])=[CH:28][CH:27]=3)[CH:23]=[CH:24][C:13]=12)=O)(C)(C)C.C(O)(C(F)(F)F)=O, predict the reaction product. The product is: [F:32][C:29]1[CH:28]=[CH:27][C:26]([CH2:25][N:22]2[C:14]3=[CH:15][N:16]=[C:17]([C:18]([O:20][CH3:21])=[O:19])[C:12]([CH2:11][CH2:10][CH2:9][NH:8][OH:33])=[C:13]3[CH:24]=[CH:23]2)=[CH:31][CH:30]=1.